Dataset: Reaction yield outcomes from USPTO patents with 853,638 reactions. Task: Predict the reaction yield, written as a fraction of the theoretical maximum amount of product (1.0 means a 100% yield; for example, 0.34 means a 34% yield). (1) The product is [CH3:29][O:30][C:31](=[O:32])[NH:33][CH:34]([C:6]([N:8]1[CH2:12][CH2:11][CH2:10][CH:9]1[C:13]1[NH:14][C:15]([C:18]#[CH:19])=[CH:16][N:17]=1)=[O:7])[CH:38]([CH3:40])[CH3:39]. The reactants are C(O[C:6]([N:8]1[CH2:12][CH2:11][CH2:10][CH:9]1[C:13]1[N:14](COCC[Si](C)(C)C)[C:15]([C:18]#[CH:19])=[CH:16][N:17]=1)=[O:7])(C)(C)C.Cl.[CH3:29][O:30][C:31]([NH:33][CH:34]([CH:38]([CH3:40])[CH3:39])C(O)=O)=[O:32].CN(C(ON1N=NC2C=CC=NC1=2)=[N+](C)C)C.F[P-](F)(F)(F)(F)F.CCN(C(C)C)C(C)C.FC(F)(F)C(O)=O.C(=O)(O)[O-].[Na+]. The yield is 1.00. The catalyst is O1CCOCC1.C(OCC)(=O)C.ClCCl.CN(C=O)C. (2) The reactants are [CH3:1][O:2]C(OC)CNC1C=CC(F)=CC=1.[CH3:15][O:16][CH:17]([O:31][CH3:32])[CH2:18][NH:19][CH2:20][C:21]1[CH:26]=[CH:25][C:24]([C:27]([F:30])([F:29])[F:28])=[CH:23][CH:22]=1.[NH2:33][C:34]1[S:35][C:36]([C:40]([NH:42][CH2:43][C:44]2[CH:45]=[N:46][CH:47]=[CH:48][CH:49]=2)=[O:41])=[C:37]([CH3:39])[N:38]=1. No catalyst specified. The product is [CH3:32][O:31][CH:17]([O:16][CH3:15])[CH2:18][N:19]([CH2:20][C:21]1[CH:26]=[CH:25][C:24]([C:27]([F:28])([F:29])[F:30])=[CH:23][CH:22]=1)[C:1](=[O:2])[NH:33][C:34]1[S:35][C:36]([C:40]([NH:42][CH2:43][C:44]2[CH:45]=[N:46][CH:47]=[CH:48][CH:49]=2)=[O:41])=[C:37]([CH3:39])[N:38]=1. The yield is 0.520. (3) The reactants are [OH:1][CH:2]([C:23]1[CH:28]=[CH:27][N:26]=[CH:25][CH:24]=1)[CH:3]([NH:15]C(=O)OC(C)(C)C)[CH2:4][C:5]1[CH:10]=[CH:9][C:8]([C:11]([F:14])([F:13])[F:12])=[CH:7][CH:6]=1.FC(F)(F)C(O)=O. The catalyst is [OH-].[Na+]. The product is [NH2:15][CH:3]([CH2:4][C:5]1[CH:10]=[CH:9][C:8]([C:11]([F:14])([F:12])[F:13])=[CH:7][CH:6]=1)[CH:2]([C:23]1[CH:28]=[CH:27][N:26]=[CH:25][CH:24]=1)[OH:1]. The yield is 0.600. (4) The reactants are C([NH:8][C@@H:9]([C:12]([OH:14])=[O:13])[CH2:10][OH:11])(OC(C)(C)C)=O.CN1CC[O:19][CH2:18]C1.[CH2:22]([NH2:29])[C:23]1[CH:28]=[CH:27][CH:26]=[CH:25][CH:24]=1.C(P1(=O)OP(CCC)(=O)OP([CH2:44][CH2:45][CH3:46])(=O)O1)CC.[C:48](OCC)(=O)C. No catalyst specified. The product is [C:12]([C@@:9]([NH2:8])([CH2:10][OH:11])[C:18]([NH:29][CH2:22][C:23]1[CH:28]=[CH:27][CH:26]=[CH:25][CH:24]=1)=[O:19])([O:14][C:45]([CH3:46])([CH3:48])[CH3:44])=[O:13]. The yield is 0.715.